Dataset: Retrosynthesis with 50K atom-mapped reactions and 10 reaction types from USPTO. Task: Predict the reactants needed to synthesize the given product. Given the product CC(C)(C)OC(=O)Nc1ccc(Br)nc1, predict the reactants needed to synthesize it. The reactants are: CC(C)(C)OC(=O)OC(=O)OC(C)(C)C.Nc1ccc(Br)nc1.